The task is: Predict which catalyst facilitates the given reaction.. This data is from Catalyst prediction with 721,799 reactions and 888 catalyst types from USPTO. (1) Reactant: C1([S:7]([NH2:10])(=[O:9])=[O:8])CCCCC1.[CH2:11]([Mg]Cl)[C:12]([CH3:15])([CH3:14])[CH3:13]. Product: [CH2:11]([S:7]([NH2:10])(=[O:9])=[O:8])[C:12]([CH3:15])([CH3:14])[CH3:13]. The catalyst class is: 27. (2) Reactant: [ClH:1].[NH2:2][C:3]1[C:8]([N+:9]([O-])=O)=[CH:7][N:6]=[C:5]([N:12]2[CH2:17][CH2:16][CH2:15][C@@H:14]([C:18]([N:20]3[CH2:24][CH2:23][CH2:22][CH2:21]3)=[O:19])[CH2:13]2)[N:4]=1. Product: [ClH:1].[ClH:1].[NH2:2][C:3]1[C:8]([NH2:9])=[CH:7][N:6]=[C:5]([N:12]2[CH2:17][CH2:16][CH2:15][C@@H:14]([C:18]([N:20]3[CH2:24][CH2:23][CH2:22][CH2:21]3)=[O:19])[CH2:13]2)[N:4]=1. The catalyst class is: 19.